This data is from Retrosynthesis with 50K atom-mapped reactions and 10 reaction types from USPTO. The task is: Predict the reactants needed to synthesize the given product. (1) Given the product ON=C1CCN(CCOc2ccccc2)CC1, predict the reactants needed to synthesize it. The reactants are: NO.O=C1CCN(CCOc2ccccc2)CC1. (2) Given the product CCOc1nn(Cc2ccc(OC3CCN(c4ccccn4)CC3)cc2)cc1CCC(=O)O, predict the reactants needed to synthesize it. The reactants are: CCOC(=O)CCc1cn(Cc2ccc(OC3CCN(c4ccccn4)CC3)cc2)nc1OCC. (3) Given the product COc1nc(NCCN(C)C)nc(OC)c1NC(=O)c1coc(Oc2ccc3c(c2)C(C)(C)CC3)n1, predict the reactants needed to synthesize it. The reactants are: CCOC(=O)c1coc(Oc2ccc3c(c2)C(C)(C)CC3)n1.COc1nc(NCCN(C)C)nc(OC)c1N.